Predict the reactants needed to synthesize the given product. From a dataset of Full USPTO retrosynthesis dataset with 1.9M reactions from patents (1976-2016). (1) Given the product [F:20][CH:21]([CH3:25])[C:22]([NH:2][CH2:3][CH2:4][C:5]1[C:13]2[C:8](=[CH:9][CH:10]=[C:11]([O:14][CH3:15])[CH:12]=2)[NH:7][C:6]=1[C:16]([NH:18][CH3:19])=[O:17])=[O:23], predict the reactants needed to synthesize it. The reactants are: Cl.[NH2:2][CH2:3][CH2:4][C:5]1[C:13]2[C:8](=[CH:9][CH:10]=[C:11]([O:14][CH3:15])[CH:12]=2)[NH:7][C:6]=1[C:16]([NH:18][CH3:19])=[O:17].[F:20][CH:21]([CH3:25])[C:22](O)=[O:23].C(N(C(C)C)CC)(C)C.F[P-](F)(F)(F)(F)F.N1(OC(N(C)C)=[N+](C)C)C2N=CC=CC=2N=N1. (2) Given the product [NH2:17][CH2:16][C:14]1[CH:13]=[CH:12][C:9]2[CH:10]=[CH:11][S:7][C:8]=2[CH:15]=1, predict the reactants needed to synthesize it. The reactants are: [H-].[Al+3].[Li+].[H-].[H-].[H-].[S:7]1[CH:11]=[CH:10][C:9]2[CH:12]=[CH:13][C:14]([C:16]#[N:17])=[CH:15][C:8]1=2.O.[OH-].[Na+]. (3) Given the product [CH:1]1([C:6]2[CH:34]=[CH:33][C:9]([CH2:10][O:11][C:12]3[CH:20]=[CH:19][C:18]4[N:17]5[CH2:21][CH2:22][CH:23]([CH2:24][C:25]([OH:27])=[O:26])[C:16]5=[C:15]([CH3:32])[C:14]=4[CH:13]=3)=[CH:8][C:7]=2[C:35]([F:38])([F:36])[F:37])[CH2:2][CH2:3][CH2:4][CH2:5]1, predict the reactants needed to synthesize it. The reactants are: [CH:1]1([C:6]2[CH:34]=[CH:33][C:9]([CH2:10][O:11][C:12]3[CH:20]=[CH:19][C:18]4[N:17]5[CH2:21][CH2:22][CH:23]([CH2:24][C:25]([O:27]C(C)(C)C)=[O:26])[C:16]5=[C:15]([CH3:32])[C:14]=4[CH:13]=3)=[CH:8][C:7]=2[C:35]([F:38])([F:37])[F:36])[CH2:5][CH2:4][CH2:3][CH2:2]1.NC(CS)C(O)=O. (4) Given the product [CH2:1]([O:5][C:6]1[N:14]=[C:13]2[C:9]([N:10]=[C:11]([O:29][CH3:31])[N:12]2[C:15]2[CH:16]=[N:17][C:18]([O:21][CH2:22][CH2:23][CH2:24][CH2:25][OH:26])=[CH:19][CH:20]=2)=[C:8]([NH2:28])[N:7]=1)[CH2:2][CH2:3][CH3:4], predict the reactants needed to synthesize it. The reactants are: [CH2:1]([O:5][C:6]1[N:14]=[C:13]2[C:9]([N:10]=[C:11](Br)[N:12]2[C:15]2[CH:16]=[N:17][C:18]([O:21][CH2:22][CH2:23][CH2:24][CH2:25][OH:26])=[CH:19][CH:20]=2)=[C:8]([NH2:28])[N:7]=1)[CH2:2][CH2:3][CH3:4].[OH-:29].[Na+].[CH3:31]O. (5) The reactants are: [N:1]([CH:4]([C:23]1[CH:28]=[CH:27][N:26]=[CH:25][CH:24]=1)[CH2:5][N:6]1[C:18]2[CH2:17][CH2:16][N:15]3[CH2:19][CH2:20][CH2:21][CH:14]3[C:13]=2[C:12]2[CH:11]=[C:10]([CH3:22])[CH:9]=[CH:8][C:7]1=2)=[N+]=[N-].[Cl-].[NH4+].N. Given the product [CH3:22][C:10]1[CH:9]=[CH:8][C:7]2[N:6]([CH2:5][CH:4]([NH2:1])[C:23]3[CH:28]=[CH:27][N:26]=[CH:25][CH:24]=3)[C:18]3[CH2:17][CH2:16][N:15]4[CH2:19][CH2:20][CH2:21][CH:14]4[C:13]=3[C:12]=2[CH:11]=1, predict the reactants needed to synthesize it. (6) Given the product [CH3:13][C:14]1([CH3:30])[C:18]([CH3:20])([CH3:19])[O:17][B:16]([C:2]2[CH:7]=[CH:6][C:5]([C:8]([F:11])([F:10])[F:9])=[C:4]([CH3:12])[CH:3]=2)[O:15]1, predict the reactants needed to synthesize it. The reactants are: Br[C:2]1[CH:7]=[CH:6][C:5]([C:8]([F:11])([F:10])[F:9])=[C:4]([CH3:12])[CH:3]=1.[CH3:13][C:14]1([CH3:30])[C:18]([CH3:20])([CH3:19])[O:17][B:16]([B:16]2[O:17][C:18]([CH3:20])([CH3:19])[C:14]([CH3:30])([CH3:13])[O:15]2)[O:15]1.C([O-])(=O)C.[K+]. (7) Given the product [Br:1][C:2]1[C:3]([C:15]#[C:16][C:18]2[CH:27]=[CH:26][C:21]([O:22][CH2:23][CH2:24][OH:25])=[CH:20][CH:19]=2)=[N:4][CH:5]=[C:6]([C:8]2[CH:13]=[CH:12][C:11]([Cl:14])=[CH:10][CH:9]=2)[CH:7]=1, predict the reactants needed to synthesize it. The reactants are: [Br:1][C:2]1[C:3]([C:15]#[CH:16])=[N:4][CH:5]=[C:6]([C:8]2[CH:13]=[CH:12][C:11]([Cl:14])=[CH:10][CH:9]=2)[CH:7]=1.I[C:18]1[CH:27]=[CH:26][C:21]([O:22][CH2:23][CH2:24][OH:25])=[CH:20][CH:19]=1.BrCl.